Dataset: Forward reaction prediction with 1.9M reactions from USPTO patents (1976-2016). Task: Predict the product of the given reaction. (1) Given the reactants [NH2:1][C:2]1[CH:11]=[C:10](F)[CH:9]=[C:8]2[C:3]=1[CH:4]=[CH:5][C:6](=[O:13])[NH:7]2.[F:14][C:15]1[CH:22]=[C:21]([O:23][CH3:24])[CH:20]=[CH:19][C:16]=1[CH:17]=O.C(O)(=O)C, predict the reaction product. The product is: [F:14][C:15]1[CH:22]=[C:21]([O:23][CH3:24])[CH:20]=[CH:19][C:16]=1[CH:17]=[N:1][C:2]1[CH:11]=[CH:10][CH:9]=[C:8]2[C:3]=1[CH:4]=[CH:5][C:6](=[O:13])[NH:7]2. (2) Given the reactants Br[CH2:2][CH2:3][N:4]1[C:8]2[CH:9]=[CH:10][CH:11]=[CH:12][C:7]=2[N:6]([C:13]2[CH:18]=[CH:17][CH:16]=[CH:15][C:14]=2[F:19])[S:5]1(=[O:21])=[O:20].[CH3:22][N:23]([CH2:31][CH2:32][NH:33][CH3:34])[C:24](=[O:30])[O:25][C:26]([CH3:29])([CH3:28])[CH3:27].C(=O)([O-])[O-].[Na+].[Na+], predict the reaction product. The product is: [F:19][C:14]1[CH:15]=[CH:16][CH:17]=[CH:18][C:13]=1[N:6]1[C:7]2[CH:12]=[CH:11][CH:10]=[CH:9][C:8]=2[N:4]([CH2:3][CH2:2][N:33]([CH3:34])[CH2:32][CH2:31][N:23]([CH3:22])[C:24](=[O:30])[O:25][C:26]([CH3:27])([CH3:28])[CH3:29])[S:5]1(=[O:21])=[O:20].